From a dataset of Full USPTO retrosynthesis dataset with 1.9M reactions from patents (1976-2016). Predict the reactants needed to synthesize the given product. (1) Given the product [CH3:29][CH2:30][CH2:31][CH2:32][CH2:33][CH2:34][CH2:35][CH2:36][CH2:37][CH2:38][CH2:39][CH2:40][CH2:41][CH2:42][CH2:43]/[C:44](/[NH:54][CH2:55][C:56]1[CH:57]=[CH:58][CH:59]=[CH:60][CH:61]=1)=[C:45]1/[C:46]([CH:48]([CH2:52][OH:53])[O:49][C:50]/1=[O:51])=[O:47], predict the reactants needed to synthesize it. The reactants are: C1C(N=C=S)=CC2C(OC3(C4C=CC(O)=CC=4OC4C=C(O)C=CC3=4)C=2C=1)=O.[CH3:29][CH2:30][CH2:31][CH2:32][CH2:33][CH2:34][CH2:35][CH2:36][CH2:37][CH2:38][CH2:39][CH2:40][CH2:41][CH2:42][CH2:43]/[C:44](/[NH:54][CH2:55][C:56]1[CH:61]=[CH:60][CH:59]=[CH:58][CH:57]=1)=[C:45]1/[C:46]([CH:48]([CH2:52][OH:53])[O:49][C:50]/1=[O:51])=[O:47]. (2) Given the product [C:1]([NH:3][C:4]([NH:12][C:13]1[CH:14]=[C:15]([Cl:20])[CH:16]=[C:17]([Cl:19])[CH:18]=1)=[N:40][C@H:37]1[CH2:36][C@H:35]2[C@:31]([C:25]3[CH:26]=[CH:27][C:28]([O:29][CH3:30])=[C:23]([O:22][CH3:21])[CH:24]=3)([CH2:32][CH2:33][N:34]2[CH3:41])[CH2:39][CH2:38]1)#[N:2], predict the reactants needed to synthesize it. The reactants are: [C:1]([NH:3][C:4](=[N:12][C:13]1[CH:18]=[C:17]([Cl:19])[CH:16]=[C:15]([Cl:20])[CH:14]=1)OC1C=CC=CC=1)#[N:2].[CH3:21][O:22][C:23]1[CH:24]=[C:25]([C@@:31]23[CH2:39][CH2:38][C@@H:37]([NH2:40])[CH2:36][C@@H:35]2[N:34]([CH3:41])[CH2:33][CH2:32]3)[CH:26]=[CH:27][C:28]=1[O:29][CH3:30].C(Cl)Cl.